Dataset: NCI-60 drug combinations with 297,098 pairs across 59 cell lines. Task: Regression. Given two drug SMILES strings and cell line genomic features, predict the synergy score measuring deviation from expected non-interaction effect. (1) Drug 1: CC1=C(C=C(C=C1)C(=O)NC2=CC(=CC(=C2)C(F)(F)F)N3C=C(N=C3)C)NC4=NC=CC(=N4)C5=CN=CC=C5. Drug 2: C1CC(=O)NC(=O)C1N2C(=O)C3=CC=CC=C3C2=O. Cell line: OVCAR-8. Synergy scores: CSS=-11.5, Synergy_ZIP=10.4, Synergy_Bliss=7.78, Synergy_Loewe=-6.45, Synergy_HSA=-6.45. (2) Drug 1: C1CC(=O)NC(=O)C1N2CC3=C(C2=O)C=CC=C3N. Drug 2: CC1=CC=C(C=C1)C2=CC(=NN2C3=CC=C(C=C3)S(=O)(=O)N)C(F)(F)F. Cell line: RPMI-8226. Synergy scores: CSS=9.82, Synergy_ZIP=-0.380, Synergy_Bliss=4.02, Synergy_Loewe=2.47, Synergy_HSA=2.80. (3) Drug 1: CN(CCCl)CCCl.Cl. Drug 2: CC1C(C(CC(O1)OC2CC(CC3=C2C(=C4C(=C3O)C(=O)C5=CC=CC=C5C4=O)O)(C(=O)C)O)N)O. Cell line: 786-0. Synergy scores: CSS=55.3, Synergy_ZIP=0.967, Synergy_Bliss=-0.205, Synergy_Loewe=-3.93, Synergy_HSA=1.87. (4) Drug 1: CC1=C(C=C(C=C1)NC2=NC=CC(=N2)N(C)C3=CC4=NN(C(=C4C=C3)C)C)S(=O)(=O)N.Cl. Drug 2: COCCOC1=C(C=C2C(=C1)C(=NC=N2)NC3=CC=CC(=C3)C#C)OCCOC.Cl. Cell line: HOP-62. Synergy scores: CSS=10.1, Synergy_ZIP=-1.21, Synergy_Bliss=4.80, Synergy_Loewe=3.66, Synergy_HSA=3.63.